Dataset: Full USPTO retrosynthesis dataset with 1.9M reactions from patents (1976-2016). Task: Predict the reactants needed to synthesize the given product. (1) Given the product [F:8][C:7]1[CH:6]=[C:5]([C:9]([N:11]2[CH2:16][CH2:15][N:14]([CH2:17][C:18]3[CH:19]=[CH:20][C:21]([C:24]([OH:33])([C:29]([F:31])([F:32])[F:30])[C:25]([F:26])([F:27])[F:28])=[CH:22][CH:23]=3)[CH2:13][CH2:12]2)=[O:10])[CH:4]=[C:3]([F:34])[C:2]=1[NH:1][C:42]([NH:41][C:38]1[CH:39]=[CH:40][N:35]=[CH:36][CH:37]=1)=[O:43], predict the reactants needed to synthesize it. The reactants are: [NH2:1][C:2]1[C:7]([F:8])=[CH:6][C:5]([C:9]([N:11]2[CH2:16][CH2:15][N:14]([CH2:17][C:18]3[CH:23]=[CH:22][C:21]([C:24]([OH:33])([C:29]([F:32])([F:31])[F:30])[C:25]([F:28])([F:27])[F:26])=[CH:20][CH:19]=3)[CH2:13][CH2:12]2)=[O:10])=[CH:4][C:3]=1[F:34].[N:35]1[CH:40]=[CH:39][C:38]([NH:41][C:42](=O)[O:43]C2C=CC=CC=2)=[CH:37][CH:36]=1. (2) Given the product [CH3:26][N:27]1[CH2:28][CH2:29][N:30]([C:33]2[CH:39]=[CH:38][C:36]([NH:37][C:2]3[C:3]4[NH:16][N:15]=[CH:14][C:4]=4[N:5]=[C:6]([C:8]4[CH:9]=[CH:10][CH:11]=[CH:12][CH:13]=4)[N:7]=3)=[CH:35][CH:34]=2)[CH2:31][CH2:32]1, predict the reactants needed to synthesize it. The reactants are: Cl[C:2]1[C:3]2[C:4](=[CH:14][N:15](CC3C=CC(OC)=CC=3)[N:16]=2)[N:5]=[C:6]([C:8]2[CH:13]=[CH:12][CH:11]=[CH:10][CH:9]=2)[N:7]=1.[CH3:26][N:27]1[CH2:32][CH2:31][N:30]([C:33]2[CH:39]=[CH:38][C:36]([NH2:37])=[CH:35][CH:34]=2)[CH2:29][CH2:28]1.Cl.